Dataset: Catalyst prediction with 721,799 reactions and 888 catalyst types from USPTO. Task: Predict which catalyst facilitates the given reaction. (1) Reactant: C([O:4][CH2:5][C@@H:6]1[C@@H:14]([C@@:15]2([CH3:38])[CH2:20][CH2:19][C@H:18]([O:21][Si:22]([C:25]([CH3:28])([CH3:27])[CH3:26])([CH3:24])[CH3:23])[CH2:17][C@@H:16]2[CH2:29][O:30][Si:31]([C:34]([CH3:37])([CH3:36])[CH3:35])([CH3:33])[CH3:32])[CH2:13][CH2:12][C@@:11]2([CH3:39])[C@H:7]1[CH2:8][CH2:9][C:10]2=[O:40])(=O)C.C(=O)([O-])[O-].[K+].[K+]. Product: [Si:22]([O:21][C@H:18]1[CH2:19][CH2:20][C@@:15]([C@H:14]2[CH2:13][CH2:12][C@@:11]3([CH3:39])[C@@H:7]([CH2:8][CH2:9][C:10]3=[O:40])[C@@H:6]2[CH2:5][OH:4])([CH3:38])[C@@H:16]([CH2:29][O:30][Si:31]([C:34]([CH3:37])([CH3:36])[CH3:35])([CH3:32])[CH3:33])[CH2:17]1)([C:25]([CH3:28])([CH3:27])[CH3:26])([CH3:24])[CH3:23]. The catalyst class is: 5. (2) Reactant: [C:1]([O:5][C:6]([N:8]1[CH2:13][CH2:12][CH:11]([C:14]([OH:16])=O)[CH2:10][CH2:9]1)=[O:7])([CH3:4])([CH3:3])[CH3:2].[CH3:17][CH:18]1[CH2:23][NH:22][CH2:21][CH:20]([CH3:24])[NH:19]1.C(Cl)CCl. Product: [CH3:17][CH:18]1[NH:19][CH:20]([CH3:24])[CH2:21][N:22]([C:14]([CH:11]2[CH2:10][CH2:9][N:8]([C:6]([O:5][C:1]([CH3:2])([CH3:3])[CH3:4])=[O:7])[CH2:13][CH2:12]2)=[O:16])[CH2:23]1. The catalyst class is: 166. (3) Reactant: Br[C:2]1[C:7]2[C:8]([C:11]([C:13]3[CH:18]=[CH:17][C:16]([O:19][CH3:20])=[CH:15][CH:14]=3)=[O:12])=[CH:9][O:10][C:6]=2[C:5]([Br:21])=[CH:4][C:3]=1[OH:22].CC(OI1(OC(C)=O)(OC(C)=O)OC(=O)C2C=CC=CC1=2)=[O:25]. Product: [Br:21][C:5]1[C:6]2[O:10][CH:9]=[C:8]([C:11](=[O:12])[C:13]3[CH:18]=[CH:17][C:16]([O:19][CH3:20])=[CH:15][CH:14]=3)[C:7]=2[C:2](=[O:25])[C:3](=[O:22])[CH:4]=1. The catalyst class is: 16. (4) Reactant: [CH3:1][O:2][C:3]([CH:5]=[CH:6][C:7]1[CH:12]=[C:11]([CH:13]([CH3:15])[CH3:14])[C:10]([OH:16])=[C:9]([CH:17]([CH3:19])[CH3:18])[CH:8]=1)=[O:4]. Product: [CH3:1][O:2][C:3]([CH2:5][CH2:6][C:7]1[CH:12]=[C:11]([CH:13]([CH3:14])[CH3:15])[C:10]([OH:16])=[C:9]([CH:17]([CH3:19])[CH3:18])[CH:8]=1)=[O:4]. The catalyst class is: 407. (5) Reactant: [C:1]([O:5][C:6]([N:8]1[CH2:20][C@@H:19]([CH3:21])[N:18]2[C@H:10]([CH2:11][C:12]3[C:17]2=[N:16][C:15](Br)=[CH:14][CH:13]=3)[CH2:9]1)=[O:7])([CH3:4])([CH3:3])[CH3:2].CC1C=CC(P(C2C=CC3C(=CC=CC=3)C=2C2C3C(=CC=CC=3)C=CC=2P(C2C=CC(C)=CC=2)C2C=CC(C)=CC=2)C2C=CC(C)=CC=2)=CC=1.[CH2:73]([OH:80])[C:74]1[CH:79]=[CH:78][CH:77]=[CH:76][CH:75]=1.[H-].[Na+].C(=O)([O-])[O-].[Na+].[Na+]. Product: [C:1]([O:5][C:6]([N:8]1[CH2:20][C@@H:19]([CH3:21])[N:18]2[C@H:10]([CH2:11][C:12]3[C:17]2=[N:16][C:15]([O:80][CH2:73][C:74]2[CH:79]=[CH:78][CH:77]=[CH:76][CH:75]=2)=[CH:14][CH:13]=3)[CH2:9]1)=[O:7])([CH3:4])([CH3:3])[CH3:2]. The catalyst class is: 11. (6) Reactant: [C:1]([O:5][C:6]([N:8]1[CH2:12][CH2:11][CH2:10][C@H:9]1[CH2:13][O:14][C:15]1[CH:20]=[CH:19][C:18]([N+:21]([O-])=O)=[C:17]([O:24][CH3:25])[N:16]=1)=[O:7])([CH3:4])([CH3:3])[CH3:2]. Product: [C:1]([O:5][C:6]([N:8]1[CH2:12][CH2:11][CH2:10][C@H:9]1[CH2:13][O:14][C:15]1[CH:20]=[CH:19][C:18]([NH2:21])=[C:17]([O:24][CH3:25])[N:16]=1)=[O:7])([CH3:4])([CH3:3])[CH3:2]. The catalyst class is: 19.